From a dataset of Forward reaction prediction with 1.9M reactions from USPTO patents (1976-2016). Predict the product of the given reaction. (1) Given the reactants [CH2:1]([O:8][C:9]1[CH:14]=[CH:13][C:12]([CH2:15][C:16]2[C:17]([O:24][C@@H:25]3[O:51][C@H:50]([CH2:52][O:53][C:54](=[O:59])[C:55]([CH3:58])([CH3:57])[CH3:56])[C@@H:42]([O:43][C:44](=[O:49])[C:45]([CH3:48])([CH3:47])[CH3:46])[C@H:34]([O:35][C:36](=[O:41])[C:37]([CH3:40])([CH3:39])[CH3:38])[C@H:26]3[O:27][C:28](=[O:33])[C:29]([CH3:32])([CH3:31])[CH3:30])=[N:18][NH:19][C:20]=2[CH:21]([CH3:23])[CH3:22])=[C:11]([CH3:60])[CH:10]=1)[C:2]1[CH:7]=[CH:6][CH:5]=[CH:4][CH:3]=1.[H-].[Na+].Br[CH2:64][CH2:65][O:66][CH2:67][C:68]1[CH:73]=[CH:72][CH:71]=[CH:70][CH:69]=1.O, predict the reaction product. The product is: [CH2:67]([O:66][CH2:65][CH2:64][N:19]1[C:20]([CH:21]([CH3:23])[CH3:22])=[C:16]([CH2:15][C:12]2[CH:13]=[CH:14][C:9]([O:8][CH2:1][C:2]3[CH:7]=[CH:6][CH:5]=[CH:4][CH:3]=3)=[CH:10][C:11]=2[CH3:60])[C:17]([O:24][C@@H:25]2[O:51][C@H:50]([CH2:52][O:53][C:54](=[O:59])[C:55]([CH3:58])([CH3:57])[CH3:56])[C@@H:42]([O:43][C:44](=[O:49])[C:45]([CH3:46])([CH3:48])[CH3:47])[C@H:34]([O:35][C:36](=[O:41])[C:37]([CH3:40])([CH3:39])[CH3:38])[C@H:26]2[O:27][C:28](=[O:33])[C:29]([CH3:32])([CH3:31])[CH3:30])=[N:18]1)[C:68]1[CH:73]=[CH:72][CH:71]=[CH:70][CH:69]=1. (2) The product is: [C:18]([C:17]1[CH:16]=[C:15]([NH:14][C:12]([C:8]2[CH:9]=[C:10]3[C:5]([CH:4]=[CH:3][C:2]([NH:1][C:12]([NH:14][C:15]4[CH:16]=[C:41]5[C:21]([CH:17]=[CH:18][C:39]([C:43]([NH:1][C:2]6[CH:11]=[C:10]([CH:5]=[CH:4][CH:3]=6)[C:30]([OH:31])=[O:36])=[O:42])=[CH:40]5)=[CH:22][CH:23]=4)=[O:24])=[CH:11]3)=[CH:6][CH:7]=2)=[O:13])[CH:23]=[CH:22][CH:21]=1)([OH:20])=[O:19]. Given the reactants [NH2:1][C:2]1[CH:11]=[C:10]2[C:5]([CH:6]=[CH:7][C:8]([C:12]([NH:14][C:15]3[CH:16]=[C:17]([CH:21]=[CH:22][CH:23]=3)[C:18]([OH:20])=[O:19])=[O:13])=[CH:9]2)=[CH:4][CH:3]=1.[OH-:24].[Na+].ClC(Cl)(O[C:30](=[O:36])[O:31]C(Cl)(Cl)Cl)Cl.Cl.[CH2:39]1[CH2:43][O:42][CH2:41][CH2:40]1, predict the reaction product. (3) Given the reactants [C:1]1([C:14]([OH:16])=[O:15])[C:10]2[C:5](=[CH:6][CH:7]=[CH:8][CH:9]=2)[C:4]([C:11]([OH:13])=[O:12])=[CH:3][CH:2]=1.[CH2:17]([C:28]1[NH:29][CH:30]=[CH:31][N:32]=1)[CH2:18][CH2:19][CH2:20][CH2:21][CH2:22][CH2:23][CH2:24][CH2:25][CH2:26][CH3:27], predict the reaction product. The product is: [C:1]1([C:14]([OH:16])=[O:15])[C:10]2[C:5](=[CH:6][CH:7]=[CH:8][CH:9]=2)[C:4]([C:11]([OH:13])=[O:12])=[CH:3][CH:2]=1.[CH2:17]([C:28]1[NH:32][CH:31]=[CH:30][N:29]=1)[CH2:18][CH2:19][CH2:20][CH2:21][CH2:22][CH2:23][CH2:24][CH2:25][CH2:26][CH3:27]. (4) Given the reactants [C:1]([C:5]1[S:9]/[C:8](=[N:10]\[C:11]([C:13]2[CH:26]=[C:25]([C:27]([F:30])([F:29])[F:28])[CH:24]=[CH:23][C:14]=2[CH2:15][N:16]2[CH2:19][CH:18]([C:20]([OH:22])=[O:21])[CH2:17]2)=[O:12])/[N:7]([CH2:31][CH2:32][CH2:33][CH3:34])[N:6]=1)([CH3:4])([CH3:3])[CH3:2].[N+](=[CH:37][Si](C)(C)C)=[N-], predict the reaction product. The product is: [CH2:31]([N:7]1[N:6]=[C:5]([C:1]([CH3:4])([CH3:3])[CH3:2])[S:9]/[C:8]/1=[N:10]\[C:11]([C:13]1[CH:26]=[C:25]([C:27]([F:30])([F:29])[F:28])[CH:24]=[CH:23][C:14]=1[CH2:15][N:16]1[CH2:19][CH:18]([C:20]([O:22][CH3:37])=[O:21])[CH2:17]1)=[O:12])[CH2:32][CH2:33][CH3:34]. (5) Given the reactants [Cl:1][C:2]1[CH:7]=[CH:6][C:5]([CH2:8]/[C:9](=[N:11]\[S@:12]([C:14]([CH3:17])([CH3:16])[CH3:15])=[O:13])/[CH3:10])=[C:4]([O:18][CH3:19])[CH:3]=1.[BH4-].[Na+], predict the reaction product. The product is: [Cl:1][C:2]1[CH:7]=[CH:6][C:5]([CH2:8][C@H:9]([NH:11][S@:12]([C:14]([CH3:16])([CH3:15])[CH3:17])=[O:13])[CH3:10])=[C:4]([O:18][CH3:19])[CH:3]=1.